From a dataset of Full USPTO retrosynthesis dataset with 1.9M reactions from patents (1976-2016). Predict the reactants needed to synthesize the given product. (1) Given the product [C:16]([N:12]1[CH2:13][C@@H:9]([C:3]2[CH:4]=[CH:5][C:6]([F:8])=[CH:7][C:2]=2[F:1])[CH:10]([C:14]#[N:15])[CH2:11]1)([O:18][C:19]([CH3:22])([CH3:21])[CH3:20])=[O:17], predict the reactants needed to synthesize it. The reactants are: [F:1][C:2]1[CH:7]=[C:6]([F:8])[CH:5]=[CH:4][C:3]=1[C@@H:9]1[CH2:13][NH:12][CH2:11][CH:10]1[C:14]#[N:15].[C:16](O[C:16]([O:18][C:19]([CH3:22])([CH3:21])[CH3:20])=[O:17])([O:18][C:19]([CH3:22])([CH3:21])[CH3:20])=[O:17]. (2) The reactants are: C(N(CC)CC)C.CN(C(ON1N=NC2C=CC=NC1=2)=[N+](C)C)C.F[P-](F)(F)(F)(F)F.[S:32]1[C:36]2[CH:37]=[CH:38][CH:39]=[CH:40][C:35]=2[CH:34]=[C:33]1[C:41]([OH:43])=O.Cl.[NH2:45][C@@H:46]([C:48]1[S:52][C:51]([C:53]([O:55][C:56]([CH3:59])([CH3:58])[CH3:57])=[O:54])=[CH:50][CH:49]=1)[CH3:47]. Given the product [S:32]1[C:36]2[CH:37]=[CH:38][CH:39]=[CH:40][C:35]=2[CH:34]=[C:33]1[C:41]([NH:45][C@@H:46]([C:48]1[S:52][C:51]([C:53]([O:55][C:56]([CH3:57])([CH3:59])[CH3:58])=[O:54])=[CH:50][CH:49]=1)[CH3:47])=[O:43], predict the reactants needed to synthesize it. (3) Given the product [I:1][C:2]1[CH:7]=[C:6]([N+:10]([O-:12])=[O:11])[CH:5]=[CH:4][C:3]=1[O:8][CH3:9], predict the reactants needed to synthesize it. The reactants are: [I:1][C:2]1[CH:7]=[CH:6][CH:5]=[CH:4][C:3]=1[O:8][CH3:9].[N+:10]([O-])([OH:12])=[O:11]. (4) The reactants are: [CH3:1][O:2][C:3]1[C:4]([N:18]2[CH2:23][CH2:22][O:21][CH2:20][CH2:19]2)=[N:5][C:6]([C:9]2[CH:14]=[CH:13][C:12]([N+:15]([O-])=O)=[CH:11][CH:10]=2)=[N:7][CH:8]=1. Given the product [CH3:1][O:2][C:3]1[C:4]([N:18]2[CH2:23][CH2:22][O:21][CH2:20][CH2:19]2)=[N:5][C:6]([C:9]2[CH:14]=[CH:13][C:12]([NH2:15])=[CH:11][CH:10]=2)=[N:7][CH:8]=1, predict the reactants needed to synthesize it. (5) Given the product [Br:1][C:2]1[CH:7]=[CH:6][CH:5]=[CH:4][C:3]=1[CH2:8][CH2:9][C:10]([N:16]([CH:13]([CH3:15])[CH3:14])[NH:17][C:18](=[O:25])[C:19]1[CH:24]=[CH:23][CH:22]=[CH:21][CH:20]=1)=[O:12], predict the reactants needed to synthesize it. The reactants are: [Br:1][C:2]1[CH:7]=[CH:6][CH:5]=[CH:4][C:3]=1[CH2:8][CH2:9][C:10]([OH:12])=O.[CH:13]([NH:16][NH:17][C:18](=[O:25])[C:19]1[CH:24]=[CH:23][CH:22]=[CH:21][CH:20]=1)([CH3:15])[CH3:14].C(N(CC)CC)C.C1C=CC2N(O)N=NC=2C=1.CCN=C=NCCCN(C)C. (6) Given the product [C:1]([O:5][C:6]([N:8]1[CH2:15][C@H:14]2[C@H:10]([CH2:11][CH2:12][CH2:13]2)[C@H:9]1[CH2:16][NH2:17])=[O:7])([CH3:4])([CH3:3])[CH3:2], predict the reactants needed to synthesize it. The reactants are: [C:1]([O:5][C:6]([N:8]1[CH2:15][C@H:14]2[C@H:10]([CH2:11][CH2:12][CH2:13]2)[C@H:9]1[CH2:16][NH:17]CC1C=CC=CC=1)=[O:7])([CH3:4])([CH3:3])[CH3:2]. (7) Given the product [CH:35]1([N:32]2[CH2:33][CH2:34][N:29]([C:27](=[O:28])[CH2:26][N:14]3[CH2:15][CH2:16][C:9]4[C:10](=[N:11][CH:12]=[C:7]([N:1]5[CH2:2][CH2:3][O:4][CH2:5][CH2:6]5)[N:8]=4)[CH2:13]3)[CH2:30][CH2:31]2)[CH2:38][CH2:37][CH2:36]1, predict the reactants needed to synthesize it. The reactants are: [N:1]1([C:7]2[N:8]=[C:9]3[CH2:16][CH2:15][NH:14][CH2:13][C:10]3=[N:11][CH:12]=2)[CH2:6][CH2:5][O:4][CH2:3][CH2:2]1.[Na+].[I-].C([O-])([O-])=O.[K+].[K+].Cl[CH2:26][C:27]([N:29]1[CH2:34][CH2:33][N:32]([CH:35]2[CH2:38][CH2:37][CH2:36]2)[CH2:31][CH2:30]1)=[O:28]. (8) The reactants are: [CH3:1][C:2]1[N:3]([S:13]([C:16]2[CH:22]=[CH:21][C:19]([CH3:20])=[CH:18][CH:17]=2)(=[O:15])=[O:14])[C:4]2[C:9]([C:10]=1[CH:11]=[O:12])=[CH:8][CH:7]=[CH:6][CH:5]=2.[BH4-].[Na+]. Given the product [CH3:1][C:2]1[N:3]([S:13]([C:16]2[CH:17]=[CH:18][C:19]([CH3:20])=[CH:21][CH:22]=2)(=[O:14])=[O:15])[C:4]2[C:9]([C:10]=1[CH2:11][OH:12])=[CH:8][CH:7]=[CH:6][CH:5]=2, predict the reactants needed to synthesize it. (9) Given the product [N:1]1[CH:6]=[CH:5][CH:4]=[C:3]([C:7](=[O:11])[C:8]([NH:16][C:17]2[CH:18]=[CH:19][C:20]3[C:25](=[O:26])[O:24][N:23]=[C:22]([CH3:27])[C:21]=3[CH:28]=2)=[O:10])[CH:2]=1, predict the reactants needed to synthesize it. The reactants are: [N:1]1[CH:6]=[CH:5][CH:4]=[C:3]([C:7](=[O:11])[C:8]([OH:10])=O)[CH:2]=1.S(Cl)(Cl)=O.[NH2:16][C:17]1[CH:18]=[CH:19][C:20]2[C:25](=[O:26])[O:24][N:23]=[C:22]([CH3:27])[C:21]=2[CH:28]=1.